Dataset: Peptide-MHC class I binding affinity with 185,985 pairs from IEDB/IMGT. Task: Regression. Given a peptide amino acid sequence and an MHC pseudo amino acid sequence, predict their binding affinity value. This is MHC class I binding data. The peptide sequence is KSRRLNLFSK. The MHC is HLA-A03:01 with pseudo-sequence HLA-A03:01. The binding affinity (normalized) is 0.403.